This data is from Full USPTO retrosynthesis dataset with 1.9M reactions from patents (1976-2016). The task is: Predict the reactants needed to synthesize the given product. Given the product [CH3:17][C:18]1([CH3:34])[C:22]([CH3:24])([CH3:23])[O:21][B:20]([C:2]2[CH:10]=[C:9]3[C:5]([CH2:6][CH2:7][CH:8]3[OH:11])=[CH:4][CH:3]=2)[O:19]1, predict the reactants needed to synthesize it. The reactants are: Br[C:2]1[CH:10]=[C:9]2[C:5]([CH2:6][CH2:7][CH:8]2[OH:11])=[CH:4][CH:3]=1.C([O-])(=O)C.[K+].[CH3:17][C:18]1([CH3:34])[C:22]([CH3:24])([CH3:23])[O:21][B:20]([B:20]2[O:21][C:22]([CH3:24])([CH3:23])[C:18]([CH3:34])([CH3:17])[O:19]2)[O:19]1.ClCCl.